From a dataset of Full USPTO retrosynthesis dataset with 1.9M reactions from patents (1976-2016). Predict the reactants needed to synthesize the given product. (1) The reactants are: [Cl:1][C:2]1[CH:7]=[C:6]([F:8])[CH:5]=[CH:4][C:3]=1[N:9]1[CH2:14][CH2:13][N:12]([C:15]([C:17]2[CH:22]=[CH:21][CH:20]=[C:19](Cl)[C:18]=2[Cl:24])=[O:16])[CH2:11][C:10]1=[O:25].ClC1C=C([F:36])C=CC=1C(Cl)=O. Given the product [Cl:1][C:2]1[CH:7]=[C:6]([F:8])[CH:5]=[CH:4][C:3]=1[N:9]1[CH2:14][CH2:13][N:12]([C:15]([C:17]2[CH:22]=[CH:21][C:20]([F:36])=[CH:19][C:18]=2[Cl:24])=[O:16])[CH2:11][C:10]1=[O:25], predict the reactants needed to synthesize it. (2) Given the product [F:37][C:15]([F:38])([O:16][C:17]1[CH:22]=[CH:21][C:20]([C:23]2[CH:28]=[C:27]([F:29])[C:26]([O:30][C:31]([F:34])([F:33])[F:32])=[C:25]([F:35])[CH:24]=2)=[C:19]([F:36])[CH:18]=1)[C:11]1[C:12]([F:14])=[CH:13][C:8]([CH:40]=[O:41])=[CH:9][C:10]=1[F:39], predict the reactants needed to synthesize it. The reactants are: [Mg].C([Mg]Cl)(C)C.Br[C:8]1[CH:13]=[C:12]([F:14])[C:11]([C:15]([F:38])([F:37])[O:16][C:17]2[CH:22]=[CH:21][C:20]([C:23]3[CH:28]=[C:27]([F:29])[C:26]([O:30][C:31]([F:34])([F:33])[F:32])=[C:25]([F:35])[CH:24]=3)=[C:19]([F:36])[CH:18]=2)=[C:10]([F:39])[CH:9]=1.[CH:40](N1CCCCC1)=[O:41].Cl. (3) Given the product [Br:14][C:8]1[CH:7]=[C:6]([CH:11]=[CH:10][C:9]=1[C:12]#[N:13])[C:5]([OH:15])=[O:4], predict the reactants needed to synthesize it. The reactants are: [OH-].[Na+].C[O:4][C:5](=[O:15])[C:6]1[CH:11]=[CH:10][C:9]([C:12]#[N:13])=[C:8]([Br:14])[CH:7]=1.Cl. (4) The reactants are: B(Br)(Br)Br.C[O:6][C:7]1[CH:26]=[CH:25][C:10]([C:11]([NH:13][C:14]2[CH:19]=[CH:18][C:17]([O:20][C:21]([F:24])([F:23])[F:22])=[CH:16][CH:15]=2)=[O:12])=[CH:9][C:8]=1[C:27]1[CH:28]=[N:29][CH:30]=[N:31][CH:32]=1.CO. Given the product [OH:6][C:7]1[CH:26]=[CH:25][C:10]([C:11]([NH:13][C:14]2[CH:15]=[CH:16][C:17]([O:20][C:21]([F:22])([F:23])[F:24])=[CH:18][CH:19]=2)=[O:12])=[CH:9][C:8]=1[C:27]1[CH:32]=[N:31][CH:30]=[N:29][CH:28]=1, predict the reactants needed to synthesize it. (5) The reactants are: [F:1][C:2]1[CH:3]=[C:4]([O:11][CH3:12])[CH:5]=[CH:6][C:7]=1[CH:8]([CH3:10])[CH3:9].[BrH:13].OO.S([O-])([O-])=O.[Na+].[Na+]. Given the product [Br:13][C:5]1[CH:6]=[C:7]([CH:8]([CH3:10])[CH3:9])[C:2]([F:1])=[CH:3][C:4]=1[O:11][CH3:12], predict the reactants needed to synthesize it. (6) The reactants are: [CH3:1][C@H:2]1[C@@:6]([CH3:8])([OH:7])[CH2:5][CH2:4][NH:3]1.F[C:10]1[CH:17]=[CH:16][C:13]([C:14]#[N:15])=[CH:12][C:11]=1[C:18]([F:21])([F:20])[F:19].C(=O)([O-])[O-].[Li+].[Li+]. Given the product [OH:7][C@@:6]1([CH3:8])[CH2:5][CH2:4][N:3]([C:10]2[CH:17]=[CH:16][C:13]([C:14]#[N:15])=[CH:12][C:11]=2[C:18]([F:19])([F:21])[F:20])[C@H:2]1[CH3:1], predict the reactants needed to synthesize it. (7) The reactants are: [F:1][C:2]1[CH:3]=[C:4]([NH2:28])[CH:5]=[CH:6][C:7]=1[O:8][C:9]1[CH:14]=[CH:13][N:12]=[C:11]2[CH:15]=[C:16]([C:18]#[C:19][CH2:20][N:21]3[CH2:26][CH2:25][N:24]([CH3:27])[CH2:23][CH2:22]3)[S:17][C:10]=12.[F:29][C:30]1[CH:35]=[CH:34][C:33]([N:36]2[CH2:40][CH2:39][C:38]([CH3:44])([C:41](O)=[O:42])[C:37]2=[O:45])=[CH:32][CH:31]=1. Given the product [F:1][C:2]1[CH:3]=[C:4]([NH:28][C:41]([C:38]2([CH3:44])[CH2:39][CH2:40][N:36]([C:33]3[CH:34]=[CH:35][C:30]([F:29])=[CH:31][CH:32]=3)[C:37]2=[O:45])=[O:42])[CH:5]=[CH:6][C:7]=1[O:8][C:9]1[CH:14]=[CH:13][N:12]=[C:11]2[CH:15]=[C:16]([C:18]#[C:19][CH2:20][N:21]3[CH2:22][CH2:23][N:24]([CH3:27])[CH2:25][CH2:26]3)[S:17][C:10]=12, predict the reactants needed to synthesize it. (8) Given the product [Br:13][C:9]1[N:8]=[C:7]([C:14]([C:17]2[CH:22]=[CH:21][CH:20]=[CH:19][CH:18]=2)([OH:16])[CH3:15])[CH:12]=[CH:11][CH:10]=1, predict the reactants needed to synthesize it. The reactants are: C([Li])CCC.Br[C:7]1[CH:12]=[CH:11][CH:10]=[C:9]([Br:13])[N:8]=1.[C:14]([C:17]1[CH:22]=[CH:21][CH:20]=[CH:19][CH:18]=1)(=[O:16])[CH3:15]. (9) Given the product [C:33]([C:26]1[C:27]([O:29][CH:30]([CH3:32])[CH3:31])=[CH:28][C:23]([NH:22][C:21]([N:15]2[C:14]3[C:19](=[CH:20][C:11]([CH2:10][N:8]([CH3:9])[C:6](=[O:7])[CH2:5][OH:4])=[C:12]([CH:36]=[O:37])[N:13]=3)[CH2:18][CH2:17][CH2:16]2)=[O:35])=[N:24][CH:25]=1)#[N:34], predict the reactants needed to synthesize it. The reactants are: C([O:4][CH2:5][C:6]([N:8]([CH2:10][C:11]1[C:12]([CH:36](OC)[O:37]C)=[N:13][C:14]2[N:15]([C:21](=[O:35])[NH:22][C:23]3[CH:28]=[C:27]([O:29][CH:30]([CH3:32])[CH3:31])[C:26]([C:33]#[N:34])=[CH:25][N:24]=3)[CH2:16][CH2:17][CH2:18][C:19]=2[CH:20]=1)[CH3:9])=[O:7])(=O)C.Cl. (10) The reactants are: OO.[Cl:3][C:4]1[CH:5]=[CH:6][C:7]([C:11]([OH:13])=[O:12])=[N:8][C:9]=1[Cl:10].[OH:14]S([O-])=O.[Na+]. Given the product [Cl:3][C:4]1[C:9]([Cl:10])=[N+:8]([O-:14])[C:7]([C:11]([OH:13])=[O:12])=[CH:6][CH:5]=1, predict the reactants needed to synthesize it.